Task: Predict the reactants needed to synthesize the given product.. Dataset: Retrosynthesis with 50K atom-mapped reactions and 10 reaction types from USPTO (1) Given the product O=C1CCN(CCCNC[C@H]2COc3cccnc3O2)C(=O)N1, predict the reactants needed to synthesize it. The reactants are: CS(=O)(=O)OC[C@@H]1COc2cccnc2O1.NCCCN1CCC(=O)NC1=O. (2) Given the product CC(C)CCCCc1cc2cc(Cl)ccc2[nH]1, predict the reactants needed to synthesize it. The reactants are: CC(C)CCC=Cc1cc2cc(Cl)ccc2[nH]1. (3) Given the product COC(=O)[C@@H](NCCOCc1ccccc1)C(C)(C)C, predict the reactants needed to synthesize it. The reactants are: COC(=O)[C@@H](N)C(C)(C)C.ICCOCc1ccccc1. (4) Given the product O=CCCC[C@@H](C(=O)O)N1C(=O)c2ccccc2C1=O, predict the reactants needed to synthesize it. The reactants are: O=CCCC[C@@H](C(=O)OCc1ccccc1)N1C(=O)c2ccccc2C1=O. (5) Given the product COc1ccc(C(C)C)cc1-c1ccc(C(F)(F)F)cc1CNc1ncc(OCCCC(=O)OC(C)(C)C)cn1, predict the reactants needed to synthesize it. The reactants are: CC(C)(C)OC(=O)CCCOc1cnc(Cl)nc1.COc1ccc(C(C)C)cc1-c1ccc(C(F)(F)F)cc1CN. (6) Given the product CCN1CCC(c2ccc(O)c(C(=O)Nc3cc(-c4ccccc4)ccc3C(=O)OC(C)(C)C)c2)CC1, predict the reactants needed to synthesize it. The reactants are: CC(C)(C)OC(=O)c1ccc(-c2ccccc2)cc1NC(=O)c1cc(C2CCNCC2)ccc1O.CC=O. (7) Given the product NC(=O)C[C@H]1CCc2sc3ncnc(OCC4CCNCC4)c3c21, predict the reactants needed to synthesize it. The reactants are: CC(C)(C)OC(=O)N1CCC(COc2ncnc3sc4c(c23)[C@@H](CC(N)=O)CC4)CC1. (8) Given the product COc1nc2cc(F)c(F)cc2nc1NC(=O)N1CCN(c2cccc(C)c2)CC1, predict the reactants needed to synthesize it. The reactants are: CCOC(=O)Nc1nc2cc(F)c(F)cc2nc1OC.Cc1cccc(N2CCNCC2)c1. (9) Given the product CC(Oc1ccc(Sc2ccc(O)cc2)c(N)c1)c1cccc(Br)c1, predict the reactants needed to synthesize it. The reactants are: CC(Oc1ccc(Sc2ccc(O)cc2)c([N+](=O)[O-])c1)c1cccc(Br)c1.